Dataset: hERG Central: cardiac toxicity at 1µM, 10µM, and general inhibition. Task: Predict hERG channel inhibition at various concentrations. (1) The drug is COc1ccc2cc3cc(C(=O)NCCN4CCN(Cc5ccccc5)CC4)oc3nc2c1. Results: hERG_inhib (hERG inhibition (general)): blocker. (2) The drug is Cc1ccc(C(C)C)c(OCc2nn(CC(=O)c3ccc(Cl)cc3)c3[n+]2CCCCC3)c1.[Br-]. Results: hERG_inhib (hERG inhibition (general)): blocker. (3) The compound is CCCCCC(=O)Nc1cccc(C2=NOC3(C2)C[C@H](C(N)=O)N(C(=O)CCCCC)C3)c1. Results: hERG_inhib (hERG inhibition (general)): blocker. (4) The molecule is CCOc1ccc(S(=O)(=O)N2CCC(C(=O)NCc3ccccc3CN3CCCC3)CC2)cc1. Results: hERG_inhib (hERG inhibition (general)): blocker. (5) The drug is COc1ccc(-n2cc(CNC3CCN(C)CC3)c(-c3cccc(F)c3)n2)cc1. Results: hERG_inhib (hERG inhibition (general)): blocker.